This data is from Forward reaction prediction with 1.9M reactions from USPTO patents (1976-2016). The task is: Predict the product of the given reaction. (1) Given the reactants Cl.[N+:2]([C:5]1[CH:12]=[CH:11][C:8]([CH2:9][NH2:10])=[CH:7][CH:6]=1)([O-:4])=[O:3].CN(C1C=CC=CN=1)C.[C:22](O[C:22]([O:24][C:25]([CH3:28])([CH3:27])[CH3:26])=[O:23])([O:24][C:25]([CH3:28])([CH3:27])[CH3:26])=[O:23].C(N(CC)CC)C, predict the reaction product. The product is: [C:25]([O:24][C:22](=[O:23])[NH:10][CH2:9][C:8]1[CH:7]=[CH:6][C:5]([N+:2]([O-:4])=[O:3])=[CH:12][CH:11]=1)([CH3:28])([CH3:27])[CH3:26]. (2) The product is: [F:1][C:2]1[CH:7]=[CH:6][C:5]([S:8][CH2:11][CH2:12][CH2:13][C:14]([OH:16])=[O:15])=[CH:4][CH:3]=1. Given the reactants [F:1][C:2]1[CH:7]=[CH:6][C:5]([SH:8])=[CH:4][CH:3]=1.C([CH2:11][CH2:12][CH2:13][C:14]([OH:16])=[O:15])C, predict the reaction product. (3) The product is: [Cl:7][C:5]1[N:6]=[C:2]([CH:34]=[CH2:35])[N:3]([C:18]2[CH:23]=[CH:22][CH:21]=[C:20]([O:24][CH:25]([F:27])[F:26])[CH:19]=2)[C:4]=1[C:8]1[C:13]([F:14])=[CH:12][CH:11]=[C:10]([O:15][CH3:16])[C:9]=1[F:17]. Given the reactants Br[C:2]1[N:3]([C:18]2[CH:23]=[CH:22][CH:21]=[C:20]([O:24][CH:25]([F:27])[F:26])[CH:19]=2)[C:4]([C:8]2[C:13]([F:14])=[CH:12][CH:11]=[C:10]([O:15][CH3:16])[C:9]=2[F:17])=[C:5]([Cl:7])[N:6]=1.B1(C=C)OB([CH:34]=[CH2:35])OB(C=C)O1.C1C=CN=CC=1.C(=O)([O-])[O-].[Cs+].[Cs+], predict the reaction product. (4) Given the reactants [F:1][C:2]([F:7])([F:6])[C:3]([OH:5])=[O:4].FC(F)(F)C(O)=O.[Cl:15][C:16]1[CH:17]=[N:18][C:19]2[NH:20][C:21]3[CH:22]=[CH:23][CH:24]=[C:25]([CH:47]=3)[CH2:26][CH2:27][C:28]3[CH:36]=[C:32]([NH:33][C:34]=1[N:35]=2)[CH:31]=[CH:30][C:29]=3[NH:37][C:38](=[O:46])[CH2:39][CH:40]1[CH2:45][CH2:44][NH:43][CH2:42][CH2:41]1.[N:48]([CH2:51][CH3:52])=[C:49]=[O:50], predict the reaction product. The product is: [F:1][C:2]([F:7])([F:6])[C:3]([OH:5])=[O:4].[Cl:15][C:16]1[CH:17]=[N:18][C:19]2[NH:20][C:21]3[CH:22]=[CH:23][CH:24]=[C:25]([CH:47]=3)[CH2:26][CH2:27][C:28]3[CH:36]=[C:32]([NH:33][C:34]=1[N:35]=2)[CH:31]=[CH:30][C:29]=3[NH:37][C:38](=[O:46])[CH2:39][CH:40]1[CH2:45][CH2:44][N:43]([C:49]([NH:48][CH2:51][CH3:52])=[O:50])[CH2:42][CH2:41]1.